Regression. Given a peptide amino acid sequence and an MHC pseudo amino acid sequence, predict their binding affinity value. This is MHC class I binding data. From a dataset of Peptide-MHC class I binding affinity with 185,985 pairs from IEDB/IMGT. (1) The peptide sequence is GVKVRVWLF. The MHC is HLA-B35:01 with pseudo-sequence HLA-B35:01. The binding affinity (normalized) is 0.0847. (2) The peptide sequence is LLEAVYGNIK. The MHC is HLA-A68:01 with pseudo-sequence HLA-A68:01. The binding affinity (normalized) is 0. (3) The peptide sequence is KVALYRRIQR. The MHC is HLA-A03:01 with pseudo-sequence HLA-A03:01. The binding affinity (normalized) is 0.515.